This data is from NCI-60 drug combinations with 297,098 pairs across 59 cell lines. The task is: Regression. Given two drug SMILES strings and cell line genomic features, predict the synergy score measuring deviation from expected non-interaction effect. Drug 1: CC1=C(C(CCC1)(C)C)C=CC(=CC=CC(=CC(=O)O)C)C. Drug 2: CS(=O)(=O)OCCCCOS(=O)(=O)C. Cell line: IGROV1. Synergy scores: CSS=-0.376, Synergy_ZIP=0.0914, Synergy_Bliss=0.969, Synergy_Loewe=-2.58, Synergy_HSA=-1.99.